Dataset: Reaction yield outcomes from USPTO patents with 853,638 reactions. Task: Predict the reaction yield, written as a fraction of the theoretical maximum amount of product (1.0 means a 100% yield; for example, 0.34 means a 34% yield). (1) The reactants are [C:1]([O:5][C:6]([N:8]1[CH2:13][CH2:12][CH:11]([OH:14])[CH2:10][CH2:9]1)=[O:7])([CH3:4])([CH3:3])[CH3:2].C(N(CC)CC)C.[CH3:22][S:23](Cl)(=[O:25])=[O:24]. The catalyst is C1COCC1.O. The product is [C:1]([O:5][C:6]([N:8]1[CH2:13][CH2:12][CH:11]([O:14][S:23]([CH3:22])(=[O:25])=[O:24])[CH2:10][CH2:9]1)=[O:7])([CH3:4])([CH3:2])[CH3:3]. The yield is 0.980. (2) The reactants are Br[C:2]1[CH:3]=[N:4][CH:5]=[C:6]2[C:11]=1[N:10]=[C:9]([C:12]([NH:14][CH2:15][C:16]([CH3:19])([CH3:18])[CH3:17])=[O:13])[CH:8]=[CH:7]2.[F:20][C:21]1[CH:22]=[C:23](B(O)O)[CH:24]=[CH:25][CH:26]=1.C(=O)([O-])[O-].[Cs+].[Cs+]. The catalyst is O1CCOCC1.O.C1(P([C-]2C=CC=C2)C2C=CC=CC=2)C=CC=CC=1.[C-]1(P(C2C=CC=CC=2)C2C=CC=CC=2)C=CC=C1.[Fe+2].[Pd](Cl)Cl. The product is [F:20][C:21]1[CH:26]=[C:25]([C:2]2[CH:3]=[N:4][CH:5]=[C:6]3[C:11]=2[N:10]=[C:9]([C:12]([NH:14][CH2:15][C:16]([CH3:19])([CH3:18])[CH3:17])=[O:13])[CH:8]=[CH:7]3)[CH:24]=[CH:23][CH:22]=1. The yield is 0.610. (3) The reactants are [BH4-].[Na+].[CH:3]([C:5]1[C-:6]([N:10]([CH3:12])[CH3:11])[CH:7]=[CH:8][CH:9]=1)=[O:4].[CH-:13]1[CH:17]=[CH:16][CH:15]=[CH:14]1.[Fe+2:18].[NH4+].[Cl-].C([O-])(O)=O.[Na+]. The catalyst is O.CO. The product is [OH:4][CH2:3][C:5]1[C-:6]([N:10]([CH3:12])[CH3:11])[CH:7]=[CH:8][CH:9]=1.[CH-:13]1[CH:17]=[CH:16][CH:15]=[CH:14]1.[Fe+2:18]. The yield is 0.930. (4) The reactants are C(OC([N:8]1[CH2:13][CH2:12][N:11]([C:14](=[O:28])[C:15]2[CH:20]=[CH:19][C:18]([CH2:21][N:22]3[CH2:27][CH2:26][O:25][CH2:24][CH2:23]3)=[CH:17][CH:16]=2)[CH2:10][CH2:9]1)=O)(C)(C)C.[C:29](OC(N1CCN(C(=O)C2C=CC(C=O)=CC=2)CC1)=O)([CH3:32])(C)[CH3:30].N1CCOCC1.[BH-](OC(C)=O)(OC(C)=O)OC(C)=O.[Na+]. The catalyst is CO. The product is [CH:32]1([N:8]2[CH2:13][CH2:12][N:11]([C:14]([C:15]3[CH:20]=[CH:19][C:18]([CH2:21][N:22]4[CH2:27][CH2:26][O:25][CH2:24][CH2:23]4)=[CH:17][CH:16]=3)=[O:28])[CH2:10][CH2:9]2)[CH2:29][CH2:30]1. The yield is 0.480. (5) The reactants are [Cl:1][C:2]1[N:7]=[C:6]([CH2:8][C:9]2[CH:16]=[CH:15][CH:14]=[CH:13][C:10]=2[C:11]#[N:12])[CH:5]=[CH:4][N:3]=1.[BH4-].[Na+].C(=O)(O)[O-].[Na+]. The catalyst is CO.[Co](Cl)Cl. The product is [Cl:1][C:2]1[N:7]=[C:6]([CH2:8][C:9]2[CH:16]=[CH:15][CH:14]=[CH:13][C:10]=2[CH2:11][NH2:12])[CH:5]=[CH:4][N:3]=1. The yield is 0.410. (6) The reactants are CC(C)=O.[CH2:5]([O:9][C:10]1[N:15]=[C:14]([CH3:16])[C:13]([C:17]([O:19]CC)=[O:18])=[CH:12][N:11]=1)[CH2:6][CH2:7][CH3:8].[OH-].[Na+]. The catalyst is O. The product is [CH2:5]([O:9][C:10]1[N:15]=[C:14]([CH3:16])[C:13]([C:17]([OH:19])=[O:18])=[CH:12][N:11]=1)[CH2:6][CH2:7][CH3:8]. The yield is 0.910. (7) The yield is 0.640. The product is [O:18]1[C:19]2[CH:20]=[CH:21][C:22]([C:14]3[CH:13]=[N:12][C:11]4=[C:7]([N:4]5[CH2:5][CH2:6][O:1][CH2:2][CH2:3]5)[S:8][N:9]=[C:10]4[CH:15]=3)=[CH:23][C:24]=2[O:25][CH2:17]1. The reactants are [O:1]1[CH2:6][CH2:5][N:4]([C:7]2[S:8][N:9]=[C:10]3[CH:15]=[C:14](Br)[CH:13]=[N:12][C:11]=23)[CH2:3][CH2:2]1.[CH2:17]1[O:25][C:24]2[CH:23]=[CH:22][C:21](B(O)O)=[CH:20][C:19]=2[O:18]1.C([O-])([O-])=O.[K+].[K+]. The catalyst is C1C=CC([P]([Pd]([P](C2C=CC=CC=2)(C2C=CC=CC=2)C2C=CC=CC=2)([P](C2C=CC=CC=2)(C2C=CC=CC=2)C2C=CC=CC=2)[P](C2C=CC=CC=2)(C2C=CC=CC=2)C2C=CC=CC=2)(C2C=CC=CC=2)C2C=CC=CC=2)=CC=1.